Dataset: Forward reaction prediction with 1.9M reactions from USPTO patents (1976-2016). Task: Predict the product of the given reaction. (1) Given the reactants [Cl:1][C:2]1[CH:3]=[C:4]([CH:17]=[CH:18][C:19]=1[Cl:20])[CH2:5][NH:6][C:7]1[CH:8]=[CH:9][C:10]2[N:11]([CH:13]=[C:14]([CH3:16])[N:15]=2)[N:12]=1.[I:21]N1C(=O)CCC1=O, predict the reaction product. The product is: [Cl:1][C:2]1[CH:3]=[C:4]([CH:17]=[CH:18][C:19]=1[Cl:20])[CH2:5][NH:6][C:7]1[CH:8]=[CH:9][C:10]2[N:11]([C:13]([I:21])=[C:14]([CH3:16])[N:15]=2)[N:12]=1. (2) Given the reactants [Br:1][C:2]1[CH:3]=[CH:4][C:5]([CH2:12]CO)=[C:6]([C:8]([OH:11])([CH3:10])[CH3:9])[CH:7]=1.N1C=CN=C1.[C:20]([Si:24]([CH3:27])([CH3:26])Cl)([CH3:23])([CH3:22])[CH3:21].[OH2:28], predict the reaction product. The product is: [Br:1][C:2]1[CH:3]=[CH:4][C:5]([CH2:12][O:28][Si:24]([C:20]([CH3:23])([CH3:22])[CH3:21])([CH3:27])[CH3:26])=[C:6]([C:8]([OH:11])([CH3:9])[CH3:10])[CH:7]=1. (3) The product is: [C:14]([C:6]1[C:5]([Cl:15])=[CH:4][C:3]([S:16]([NH2:19])(=[O:18])=[O:17])=[C:2]([Cl:1])[C:7]=1[N:8]1[CH2:9][CH2:10][O:11][CH2:12][CH2:13]1)([OH:20])=[O:26]. Given the reactants [Cl:1][C:2]1[C:7]([N:8]2[CH2:13][CH2:12][O:11][CH2:10][CH2:9]2)=[C:6]([CH3:14])[C:5]([Cl:15])=[CH:4][C:3]=1[S:16]([NH2:19])(=[O:18])=[O:17].[O-:20][Mn](=O)(=O)=O.[K+].[OH2:26], predict the reaction product. (4) Given the reactants [CH2:1]([N:3]([CH2:6][C:7]1[S:11][C:10]([C:12]2[O:16][N:15]=[C:14]([C:17]3[CH:22]=[CH:21][C:20]([CH2:23][OH:24])=[CH:19][CH:18]=3)[N:13]=2)=[CH:9][C:8]=1[CH3:25])[CH2:4][CH3:5])[CH3:2].CCN(C(C)C)C(C)C.[CH3:35][S:36](Cl)(=[O:38])=[O:37], predict the reaction product. The product is: [CH2:1]([N:3]([CH2:6][C:7]1[S:11][C:10]([C:12]2[O:16][N:15]=[C:14]([C:17]3[CH:18]=[CH:19][C:20]([CH2:23][O:24][S:36]([CH3:35])(=[O:38])=[O:37])=[CH:21][CH:22]=3)[N:13]=2)=[CH:9][C:8]=1[CH3:25])[CH2:4][CH3:5])[CH3:2]. (5) Given the reactants [BH4-].[Na+].[CH2:3]([O:10][C:11]1[CH:12]=[C:13]([CH:19]([CH2:25][N+:26]([O-])=O)[CH2:20][C:21](OC)=[O:22])[CH:14]=[CH:15][C:16]=1[O:17][CH3:18])[C:4]1[CH:9]=[CH:8][CH:7]=[CH:6][CH:5]=1.C([O-])([O-])=O.[K+].[K+], predict the reaction product. The product is: [CH2:3]([O:10][C:11]1[CH:12]=[C:13]([CH:19]2[CH2:25][NH:26][C:21](=[O:22])[CH2:20]2)[CH:14]=[CH:15][C:16]=1[O:17][CH3:18])[C:4]1[CH:9]=[CH:8][CH:7]=[CH:6][CH:5]=1. (6) Given the reactants C(OC(=O)C)C.[ClH:7].[CH3:8][N:9]([CH3:46])[C:10]1[CH:15]=[CH:14][C:13]([CH2:16][CH2:17][O:18][C:19]2[CH:45]=[CH:44][C:22]([C:23]([NH:25]/[C:26](/[C:38]([NH:40][CH2:41][CH2:42][OH:43])=[O:39])=[CH:27]\[C:28]3[CH:33]=[CH:32][C:31]([O:34][CH:35]([CH3:37])[CH3:36])=[CH:30][CH:29]=3)=[O:24])=[CH:21][CH:20]=2)=[CH:12][CH:11]=1, predict the reaction product. The product is: [ClH:7].[CH3:46][N:9]([CH3:8])[C:10]1[CH:15]=[CH:14][C:13]([CH2:16][CH2:17][O:18][C:19]2[CH:45]=[CH:44][C:22]([C:23]([NH:25]/[C:26](/[C:38]([NH:40][CH2:41][CH2:42][OH:43])=[O:39])=[CH:27]\[C:28]3[CH:33]=[CH:32][C:31]([O:34][CH:35]([CH3:37])[CH3:36])=[CH:30][CH:29]=3)=[O:24])=[CH:21][CH:20]=2)=[CH:12][CH:11]=1. (7) Given the reactants [F:1][C:2]1[C:7]([CH3:8])=[CH:6][C:5](B(O)O)=[C:4]([O:12][CH3:13])[CH:3]=1.[Br:14][C:15]1[CH:16]=[C:17]2[C:23](I)=[CH:22][N:21]([S:25]([C:28]3[CH:34]=[CH:33][C:31]([CH3:32])=[CH:30][CH:29]=3)(=[O:27])=[O:26])[C:18]2=[N:19][CH:20]=1.C(=O)([O-])[O-].[Cs+].[Cs+], predict the reaction product. The product is: [Br:14][C:15]1[CH:16]=[C:17]2[C:23]([C:5]3[CH:6]=[C:7]([CH3:8])[C:2]([F:1])=[CH:3][C:4]=3[O:12][CH3:13])=[CH:22][N:21]([S:25]([C:28]3[CH:34]=[CH:33][C:31]([CH3:32])=[CH:30][CH:29]=3)(=[O:26])=[O:27])[C:18]2=[N:19][CH:20]=1.